Dataset: Reaction yield outcomes from USPTO patents with 853,638 reactions. Task: Predict the reaction yield, written as a fraction of the theoretical maximum amount of product (1.0 means a 100% yield; for example, 0.34 means a 34% yield). (1) The reactants are C([O:3][C:4]([CH:6]1[CH2:11][CH2:10][N:9]([CH3:12])[CH2:8][CH2:7]1)=O)C.[H-].[H-].[H-].[H-].[Li+].[Al+3].O. The catalyst is CCOCC. The product is [CH3:12][N:9]1[CH2:10][CH2:11][CH:6]([CH2:4][OH:3])[CH2:7][CH2:8]1. The yield is 0.840. (2) The reactants are C[Si](C)(C)[C:3]1[CH:8]=[CH:7][C:6]([C:9]2[CH:14]=[CH:13][C:12](I)=[CH:11][C:10]=2F)=[C:5](F)[C:4]=1F.C([C:24]1[CH:29]=[CH:28][C:27](B(O)O)=[CH:26][CH:25]=1)CC.OCC(C)(CO)C.CC(C)=O. The catalyst is CC(O)C.CC([O-])=O.CC([O-])=O.[Pd+2]. The product is [C:6]1([C:9]2[C:10]([C:24]3[CH:29]=[CH:28][CH:27]=[CH:26][CH:25]=3)=[CH:11][CH:12]=[CH:13][CH:14]=2)[CH:7]=[CH:8][CH:3]=[CH:4][CH:5]=1. The yield is 0.890. (3) The reactants are [NH2:1][C:2]1[C:11]([F:12])=[C:10]([NH2:13])[C:9]([NH2:14])=[CH:8][C:3]=1[C:4]([O:6][CH3:7])=[O:5].[CH:15](OCC)(OCC)OCC.OS(O)(=O)=O. The catalyst is C1COCC1. The product is [CH3:7][O:6][C:4]([C:3]1[C:2]([NH2:1])=[C:11]([F:12])[C:10]2[N:13]=[CH:15][NH:14][C:9]=2[CH:8]=1)=[O:5]. The yield is 0.940.